Dataset: Catalyst prediction with 721,799 reactions and 888 catalyst types from USPTO. Task: Predict which catalyst facilitates the given reaction. (1) Reactant: [CH2:1]([O:8][C:9]1[CH:14]=[CH:13][C:12]([C:15](=O)[CH3:16])=[CH:11][C:10]=1[CH3:18])[C:2]1[CH:7]=[CH:6][CH:5]=[CH:4][CH:3]=1.N1CCOCC1.[S].[OH-:26].[K+].Cl.[OH2:29]. Product: [CH2:1]([O:8][C:9]1[CH:14]=[CH:13][C:12]([CH2:15][C:16]([OH:29])=[O:26])=[CH:11][C:10]=1[CH3:18])[C:2]1[CH:7]=[CH:6][CH:5]=[CH:4][CH:3]=1. The catalyst class is: 8. (2) Reactant: C(C([O:7][C:8]([C:11]([C:14]([C:14]([C:11]([CH2:8][O:7]C(C=C)=O)(F)F)(F)F)(F)F)(F)F)(F)F)F)(F)(F)F.[C:29]([CH:33]([O:35][C:36]([C:39]([C:42]([CH2:45][OH:46])([F:44])[F:43])([F:41])[F:40])([F:38])[F:37])[F:34])([F:32])([F:31])[F:30].C(Cl)(=O)C=C.C(N(C(C)C)CC)(C)C. Product: [C:29]([CH:33]([O:35][C:36]([C:39]([C:42]([CH2:45][O:46][C:8]([CH:11]=[CH2:14])=[O:7])([F:43])[F:44])([F:40])[F:41])([F:37])[F:38])[F:34])([F:32])([F:31])[F:30]. The catalyst class is: 762. (3) Reactant: [Br:1]Br.Cl.[C:4]1([CH2:10][CH2:11][C:12]2[N:13]=[C:14]([CH:17]3[CH2:22][CH2:21][NH:20][CH2:19][CH2:18]3)[S:15][CH:16]=2)[CH:9]=[CH:8][CH:7]=[CH:6][CH:5]=1.C(=O)(O)[O-].[Na+]. Product: [Br:1][C:16]1[S:15][C:14]([CH:17]2[CH2:22][CH2:21][NH:20][CH2:19][CH2:18]2)=[N:13][C:12]=1[CH2:11][CH2:10][C:4]1[CH:9]=[CH:8][CH:7]=[CH:6][CH:5]=1. The catalyst class is: 15. (4) Reactant: [F:1][C:2]1[CH:10]=[C:9]([F:11])[CH:8]=[CH:7][C:3]=1[C:4]([OH:6])=[O:5].Cl[S:13]([OH:16])(=O)=[O:14].C(OCC)(=O)C.[CH2:23]([NH2:25])[CH3:24]. Product: [CH2:23]([NH:25][S:13]([C:8]1[C:9]([F:11])=[CH:10][C:2]([F:1])=[C:3]([CH:7]=1)[C:4]([OH:6])=[O:5])(=[O:16])=[O:14])[CH3:24]. The catalyst class is: 1. (5) Reactant: [N:1]1[CH:6]=[CH:5][CH:4]=[C:3](C=O)[CH:2]=1.[Cl:9][C:10]1[C:14](C2C=NC=CC=2)=[N:13][S:12][N:11]=1.[H-].[Na+]. Product: [Cl:9][C:10]1[C:14]([C:6]2[CH:5]=[CH:4][CH:3]=[CH:2][N:1]=2)=[N:13][S:12][N:11]=1. The catalyst class is: 1. (6) Product: [F:18][B-:17]([F:21])([F:20])[F:19].[OH:11][C:8]1[CH:9]=[CH:10][C:5]([N+:4]#[N:12])=[CH:6][CH:7]=1. The catalyst class is: 32. Reactant: C([NH:4][C:5]1[CH:10]=[CH:9][C:8]([OH:11])=[CH:7][CH:6]=1)(=O)C.[N:12]([O-])=O.[Na+].[H+].[B-:17]([F:21])([F:20])([F:19])[F:18]. (7) Reactant: ClC1C(Cl)=CC=CC=1[CH:9]1[CH2:14][CH2:13][N:12]([CH2:15][CH2:16][CH2:17][O:18][C:19]2[CH:27]=[C:26]3[C:22]([CH:23]=[N:24][NH:25]3)=[CH:21][CH:20]=2)[CH2:11][CH2:10]1.[Na+].[I-].[Cl:30][C:31]1[C:36]([Cl:37])=[CH:35][CH:34]=[CH:33][C:32]=1[N:38]1CCCN(CCCCOC2C=C3C(CCC(=O)N3)=CC=2)CC1.CCN(C(C)C)C(C)C. Product: [Cl:30][C:31]1[C:36]([Cl:37])=[CH:35][CH:34]=[CH:33][C:32]=1[N:38]1[CH2:9][CH2:14][CH2:13][N:12]([CH2:15][CH2:16][CH2:17][O:18][C:19]2[CH:27]=[C:26]3[C:22]([CH:23]=[N:24][NH:25]3)=[CH:21][CH:20]=2)[CH2:11][CH2:10]1. The catalyst class is: 23. (8) Reactant: [OH:1][C:2]1[CH:6]=[CH:5][S:4][C:3]=1[C:7]([O:9][CH3:10])=[O:8].S(Cl)([Cl:14])(=O)=O.ClCCl. Product: [Cl:14][C:3]1([C:7]([O:9][CH3:10])=[O:8])[C:2](=[O:1])[CH:6]=[CH:5][S:4]1. The catalyst class is: 22. (9) Reactant: [Cl:1][C:2]1[N:7]=[C:6]([Cl:8])[CH:5]=[CH:4][N:3]=1.[CH3:9][NH:10][CH2:11][CH2:12]O.C([O-])(O)=[O:15].[Na+]. Product: [Cl:1][C:2]1[N:7]=[C:6]([N:10]([CH:11]([OH:15])[CH3:12])[CH3:9])[CH:5]=[CH:4][N:3]=1.[Cl:8][C:6]1[CH:5]=[CH:4][N:3]=[C:2]([N:10]([CH:11]([OH:15])[CH3:12])[CH3:9])[N:7]=1. The catalyst class is: 1.